Task: Predict the reactants needed to synthesize the given product.. Dataset: Full USPTO retrosynthesis dataset with 1.9M reactions from patents (1976-2016) (1) Given the product [F:58][C:59]1[CH:64]=[CH:63][CH:62]=[CH:61][C:60]=1[NH:65][C:66](=[O:67])[NH:32][C:33]1[CH:38]=[CH:37][C:36]([C:39]2[S:43][C:42]([C:44]34[CH2:53][CH:48]5[CH2:49][CH:50]([CH2:52][C:46]([C:54]([O:56][CH3:57])=[O:55])([CH2:47]5)[CH2:45]3)[CH2:51]4)=[N:41][CH:40]=2)=[CH:35][CH:34]=1, predict the reactants needed to synthesize it. The reactants are: FC(F)(F)C1C=C(NC(=O)NC2C=CC(C3SC(CCC(OC)=O)=NC=3)=CC=2)C=CC=1.[NH2:32][C:33]1[CH:38]=[CH:37][C:36]([C:39]2[S:43][C:42]([C:44]34[CH2:53][CH:48]5[CH2:49][CH:50]([CH2:52][C:46]([C:54]([O:56][CH3:57])=[O:55])([CH2:47]5)[CH2:45]3)[CH2:51]4)=[N:41][CH:40]=2)=[CH:35][CH:34]=1.[F:58][C:59]1[CH:64]=[CH:63][CH:62]=[CH:61][C:60]=1[N:65]=[C:66]=[O:67]. (2) The reactants are: [Br:1][C:2]1[N:7]=[C:6]([C:8](=O)[CH3:9])[CH:5]=[CH:4][CH:3]=1.[C-]#N.[K+].[C:14](=[O:17])([O-])[O-].[NH4+:18].[NH4+:19].CCO[C:23](C)=[O:24]. Given the product [Br:1][C:2]1[N:7]=[C:6]([C:8]2([CH3:9])[NH:19][C:23](=[O:24])[NH:18][C:14]2=[O:17])[CH:5]=[CH:4][CH:3]=1, predict the reactants needed to synthesize it. (3) Given the product [CH:1]1([N:7]([CH:19]2[CH2:20][CH2:21][CH2:22][CH2:23][CH2:24]2)[C:8]([NH:9][C:10]2[S:11][CH:12]=[C:13]([C:15]([N:25]3[CH2:30][CH2:29][O:28][CH2:27][CH2:26]3)=[O:16])[N:14]=2)=[O:18])[CH2:6][CH2:5][CH2:4][CH2:3][CH2:2]1, predict the reactants needed to synthesize it. The reactants are: [CH:1]1([N:7]([CH:19]2[CH2:24][CH2:23][CH2:22][CH2:21][CH2:20]2)[C:8](=[O:18])[NH:9][C:10]2[S:11][CH:12]=[C:13]([C:15](O)=[O:16])[N:14]=2)[CH2:6][CH2:5][CH2:4][CH2:3][CH2:2]1.[NH:25]1[CH2:30][CH2:29][O:28][CH2:27][CH2:26]1. (4) Given the product [Cl:36][CH:7]([SiH2:14][CH2:15][SiH2:16][CH:17]([Cl:40])[Cl:39])[Cl:38], predict the reactants needed to synthesize it. The reactants are: C1([CH:7]([SiH2:14][CH2:15][SiH2:16][CH:17](C2C=CC=CC=2)C2C=CC=CC=2)C2C=CC=CC=2)C=CC=CC=1.C1C=CC=CC=1.[Cl-:36].[Al+3].[Cl-:38].[Cl-:39].[ClH:40]. (5) Given the product [CH3:1][C:2]1([N:14]2[CH2:19][CH2:18][CH:17]([N:20]3[C:24]4[CH:25]=[CH:26][CH:27]=[CH:28][C:23]=4[NH:22][C:21]3=[O:29])[CH2:16][CH2:15]2)[CH2:6][CH2:5][N:4]([C:7]([O:9][CH2:10][CH2:11][F:34])=[O:8])[CH2:3]1, predict the reactants needed to synthesize it. The reactants are: [CH3:1][C:2]1([N:14]2[CH2:19][CH2:18][CH:17]([N:20]3[C:24]4[CH:25]=[CH:26][CH:27]=[CH:28][C:23]=4[NH:22][C:21]3=[O:29])[CH2:16][CH2:15]2)[CH2:6][CH2:5][N:4]([C:7]([O:9][C:10](C)(C)[CH3:11])=[O:8])[CH2:3]1.C(Cl)(=O)OCC[F:34]. (6) Given the product [Br:11][C:12]1[CH:17]=[C:16]([CH:15]=[C:14]([Br:19])[CH:13]=1)[O:3][CH:4]1[CH2:9][CH2:8][N:7]([CH3:10])[CH2:6][CH2:5]1, predict the reactants needed to synthesize it. The reactants are: [H-].[Na+].[OH:3][CH:4]1[CH2:9][CH2:8][N:7]([CH3:10])[CH2:6][CH2:5]1.[Br:11][C:12]1[CH:17]=[C:16](F)[CH:15]=[C:14]([Br:19])[CH:13]=1.O. (7) Given the product [Br:1][C:2]1[CH:3]=[CH:4][C:5]([CH:8]2[CH2:13][CH2:12][N:11]([CH:15]3[CH2:16][CH2:19][CH2:14]3)[CH2:10][CH2:9]2)=[N:6][CH:7]=1, predict the reactants needed to synthesize it. The reactants are: [Br:1][C:2]1[CH:3]=[CH:4][C:5]([CH:8]2[CH2:13][CH2:12][NH:11][CH2:10][CH2:9]2)=[N:6][CH:7]=1.[CH3:14][C:15](=O)[CH3:16].Cl.[C:19](O)(=O)C. (8) Given the product [CH3:21][C:22]1([CH3:34])[CH2:26][CH2:25][N:24]([C:27]2[N:32]=[C:31]([NH:33][C:2]3[C:3]4[N:4]([CH:18]=[CH:19][N:20]=4)[N:5]=[C:6]([C:8]4[CH:9]=[C:10]([CH:15]=[CH:16][CH:17]=4)[C:11]([O:13][CH3:14])=[O:12])[CH:7]=3)[CH:30]=[CH:29][CH:28]=2)[CH2:23]1, predict the reactants needed to synthesize it. The reactants are: Br[C:2]1[C:3]2[N:4]([CH:18]=[CH:19][N:20]=2)[N:5]=[C:6]([C:8]2[CH:9]=[C:10]([CH:15]=[CH:16][CH:17]=2)[C:11]([O:13][CH3:14])=[O:12])[CH:7]=1.[CH3:21][C:22]1([CH3:34])[CH2:26][CH2:25][N:24]([C:27]2[N:32]=[C:31]([NH2:33])[CH:30]=[CH:29][CH:28]=2)[CH2:23]1.C1C=CC(P(C2C(C3C(P(C4C=CC=CC=4)C4C=CC=CC=4)=CC=C4C=3C=CC=C4)=C3C(C=CC=C3)=CC=2)C2C=CC=CC=2)=CC=1.C([O-])([O-])=O.[Cs+].[Cs+].